From a dataset of hERG Central: cardiac toxicity at 1µM, 10µM, and general inhibition. Predict hERG channel inhibition at various concentrations. (1) Results: hERG_inhib (hERG inhibition (general)): blocker. The drug is c1ccc(CN2CCC(Nc3nc(-c4cccnc4)nc4ccccc34)CC2)cc1. (2) The compound is COc1ccccc1N1CCN(Cc2cn[nH]c2-c2ccc(F)cc2)CC1. Results: hERG_inhib (hERG inhibition (general)): blocker.